Dataset: Full USPTO retrosynthesis dataset with 1.9M reactions from patents (1976-2016). Task: Predict the reactants needed to synthesize the given product. The reactants are: [NH2:1]C(O)C.[CH2:5]([CH2:9][C:10](=O)[CH3:11])[C:6]([CH3:8])=O.[C:13]([OH:16])(=O)[CH3:14].C1(C)C=CC=CC=1. Given the product [CH3:8][C:6]1[N:1]([CH2:14][CH2:13][OH:16])[C:10]([CH3:11])=[CH:9][CH:5]=1, predict the reactants needed to synthesize it.